Dataset: Peptide-MHC class II binding affinity with 134,281 pairs from IEDB. Task: Regression. Given a peptide amino acid sequence and an MHC pseudo amino acid sequence, predict their binding affinity value. This is MHC class II binding data. (1) The peptide sequence is LSPILFECLIHPMLG. The MHC is HLA-DQA10301-DQB10302 with pseudo-sequence HLA-DQA10301-DQB10302. The binding affinity (normalized) is 0.335. (2) The peptide sequence is MSGHALAARTLLAAA. The MHC is DRB1_1201 with pseudo-sequence DRB1_1201. The binding affinity (normalized) is 0.381. (3) The peptide sequence is REETQQKSNLELLRI. The MHC is DRB1_0101 with pseudo-sequence DRB1_0101. The binding affinity (normalized) is 0.159. (4) The peptide sequence is AAATAGTTVYGAFTA. The MHC is HLA-DQA10102-DQB10602 with pseudo-sequence HLA-DQA10102-DQB10602. The binding affinity (normalized) is 0.842. (5) The peptide sequence is AAEQLWVTVYYGVPVWK. The MHC is HLA-DQA10102-DQB10502 with pseudo-sequence HLA-DQA10102-DQB10502. The binding affinity (normalized) is 0.369.